Dataset: Reaction yield outcomes from USPTO patents with 853,638 reactions. Task: Predict the reaction yield, written as a fraction of the theoretical maximum amount of product (1.0 means a 100% yield; for example, 0.34 means a 34% yield). (1) The reactants are [C:1](OC(=O)C)(=[O:3])C.C(O)=O.[NH2:11][C:12]1[CH:13]=[C:14]([F:22])[CH:15]=[C:16]2[C:20]=1[NH:19][C:18](=[O:21])[CH2:17]2. The catalyst is O1CCCC1.N1CCCCC1. The product is [F:22][C:14]1[CH:15]=[C:16]2[C:20](=[C:12]([NH:11][CH:1]=[O:3])[CH:13]=1)[NH:19][C:18](=[O:21])[CH2:17]2. The yield is 0.304. (2) The yield is 0.670. The catalyst is O1CCOCC1.C1C=CC(P([C]2[CH][CH][CH][CH]2)C2C=CC=CC=2)=CC=1.C1C=CC(P([C]2[CH][CH][CH][CH]2)C2C=CC=CC=2)=CC=1.Cl[Pd]Cl.[Fe].C(Cl)Cl. The reactants are Br[C:2]1[CH:7]=[CH:6][C:5]([S:8]([N:11]2[CH2:16][CH2:15][N:14]([C:17]([O:19][C:20]([CH3:23])([CH3:22])[CH3:21])=[O:18])[CH2:13][CH2:12]2)(=[O:10])=[O:9])=[CH:4][CH:3]=1.[B:24]1([B:24]2[O:28][C:27]([CH3:30])([CH3:29])[C:26]([CH3:32])([CH3:31])[O:25]2)[O:28][C:27]([CH3:30])([CH3:29])[C:26]([CH3:32])([CH3:31])[O:25]1.C([O-])(=O)C.[K+].N#N. The product is [CH3:31][C:26]1([CH3:32])[C:27]([CH3:30])([CH3:29])[O:28][B:24]([C:2]2[CH:7]=[CH:6][C:5]([S:8]([N:11]3[CH2:16][CH2:15][N:14]([C:17]([O:19][C:20]([CH3:23])([CH3:22])[CH3:21])=[O:18])[CH2:13][CH2:12]3)(=[O:10])=[O:9])=[CH:4][CH:3]=2)[O:25]1. (3) The reactants are [CH3:1][C:2]([C:13]1[CH:18]=[CH:17][C:16]([N+:19]([O-])=O)=[CH:15][CH:14]=1)([CH3:12])[CH2:3][NH:4][C:5](=[O:11])[O:6][C:7]([CH3:10])([CH3:9])[CH3:8].C([O-])=O.[NH4+]. The catalyst is CCO.[Pd]. The product is [CH3:12][C:2]([C:13]1[CH:18]=[CH:17][C:16]([NH2:19])=[CH:15][CH:14]=1)([CH3:1])[CH2:3][NH:4][C:5](=[O:11])[O:6][C:7]([CH3:8])([CH3:9])[CH3:10]. The yield is 0.830. (4) The reactants are [CH3:1][N:2]1[CH2:7][CH2:6][N:5]([CH:8]2[CH2:13][CH2:12][NH:11][CH2:10][CH2:9]2)[CH2:4][CH2:3]1.F[C:15]1[CH:20]=[CH:19][C:18]([N+:21]([O-:23])=[O:22])=[C:17]([O:24][CH3:25])[CH:16]=1.C(=O)([O-])[O-].[K+].[K+]. The catalyst is CN(C=O)C. The product is [CH3:25][O:24][C:17]1[CH:16]=[C:15]([N:11]2[CH2:12][CH2:13][CH:8]([N:5]3[CH2:6][CH2:7][N:2]([CH3:1])[CH2:3][CH2:4]3)[CH2:9][CH2:10]2)[CH:20]=[CH:19][C:18]=1[N+:21]([O-:23])=[O:22]. The yield is 0.900. (5) The reactants are [Br:1][C:2]1[C:6]([Br:7])=[C:5]([Br:8])[NH:4][N:3]=1.C([O-])([O-])=O.[K+].[K+].Cl[CH2:16][C:17](=[O:19])[CH3:18]. The catalyst is CC(C)=O. The product is [Br:1][C:2]1[C:6]([Br:7])=[C:5]([Br:8])[N:4]([CH2:16][C:17](=[O:19])[CH3:18])[N:3]=1. The yield is 0.990. (6) The reactants are [CH:1]([C:4]1[CH:12]=[C:7]2[CH:8]=[CH:9][CH:10]=[CH:11][N:6]2[N:5]=1)([CH3:3])[CH3:2].[CH3:13][O:14][C:15]1[CH:23]=[CH:22][C:18]([C:19](Cl)=[O:20])=[CH:17][CH:16]=1.[Al+3].[Cl-].[Cl-].[Cl-].[OH-].[K+]. The catalyst is C(OCC)C. The product is [CH:1]([C:4]1[C:12]([C:19]([C:18]2[CH:22]=[CH:23][C:15]([O:14][CH3:13])=[CH:16][CH:17]=2)=[O:20])=[C:7]2[CH:8]=[CH:9][CH:10]=[CH:11][N:6]2[N:5]=1)([CH3:3])[CH3:2]. The yield is 0.136.